The task is: Predict which catalyst facilitates the given reaction.. This data is from Catalyst prediction with 721,799 reactions and 888 catalyst types from USPTO. (1) Reactant: [CH3:1][N:2]1[CH:6]=[C:5]([C:7]2[C:11]([CH3:12])=[C:10]([NH:13][C:14](=[O:22])OC3C=CC=CC=3)[N:9]([C:23]3[CH:28]=[CH:27][CH:26]=[CH:25][CH:24]=3)[N:8]=2)[CH:4]=[N:3]1.ClCCCl.[CH3:33][O:34][CH2:35][C:36]1[CH:37]=[CH:38][C:39]([C:44]([F:47])([F:46])[F:45])=[C:40]([CH2:42][NH2:43])[CH:41]=1.CCN(C(C)C)C(C)C. Product: [CH3:1][N:2]1[CH:6]=[C:5]([C:7]2[C:11]([CH3:12])=[C:10]([NH:13][C:14]([NH:43][CH2:42][C:40]3[CH:41]=[C:36]([CH2:35][O:34][CH3:33])[CH:37]=[CH:38][C:39]=3[C:44]([F:45])([F:46])[F:47])=[O:22])[N:9]([C:23]3[CH:24]=[CH:25][CH:26]=[CH:27][CH:28]=3)[N:8]=2)[CH:4]=[N:3]1. The catalyst class is: 2. (2) Reactant: [NH2:1][C:2]1[CH:3]=[CH:4][C:5]([C:8]([F:11])([F:10])[F:9])=[N:6][CH:7]=1.Cl[C:13]1[CH:18]=[N:17][CH:16]=[CH:15][N:14]=1. The catalyst class is: 11. Product: [N:14]1[CH:15]=[CH:16][N:17]=[CH:18][C:13]=1[NH:1][C:2]1[CH:7]=[N:6][C:5]([C:8]([F:11])([F:9])[F:10])=[CH:4][CH:3]=1. (3) Reactant: [CH:1]1([C:4]2[N:8]([CH3:9])[C:7]3[CH:10]=[C:11]([N:14]4[CH:19]=[CH:18][C:17]([OH:20])=[CH:16][C:15]4=[O:21])[CH:12]=[CH:13][C:6]=3[N:5]=2)[CH2:3][CH2:2]1.[Cl:22][C:23]1[S:27][C:26]([CH2:28]O)=[CH:25][CH:24]=1.C(P(CCCC)CCCC)CCC.N(C(N1CCCCC1)=O)=NC(N1CCCCC1)=O. Product: [Cl:22][C:23]1[S:27][C:26]([CH2:28][O:20][C:17]2[CH:18]=[CH:19][N:14]([C:11]3[CH:12]=[CH:13][C:6]4[N:5]=[C:4]([CH:1]5[CH2:2][CH2:3]5)[N:8]([CH3:9])[C:7]=4[CH:10]=3)[C:15](=[O:21])[CH:16]=2)=[CH:25][CH:24]=1. The catalyst class is: 1.